Predict the reaction yield, written as a fraction of the theoretical maximum amount of product (1.0 means a 100% yield; for example, 0.34 means a 34% yield). From a dataset of Reaction yield outcomes from USPTO patents with 853,638 reactions. The reactants are C[N:2]([C:4]([O:8]N1N=NC2C=CC=NC1=2)=[N+](C)C)C.F[P-](F)(F)(F)(F)F.[C:25]([O:29][C:30]([NH:32][C:33]1[CH:41]=[C:40]([O:42][CH3:43])[C:36]([C:37]([OH:39])=O)=[C:35]([O:44][CH3:45])[CH:34]=1)=[O:31])([CH3:28])([CH3:27])[CH3:26].[NH2:46][CH2:47][CH2:48][N:49]1[CH2:54][CH2:53][N:52]([CH2:55][CH2:56][OH:57])[CH2:51][CH2:50]1.CCN(C(C)C)C(C)C. The catalyst is C(Cl)Cl.CN(C=O)C. The product is [NH3:2].[CH3:4][OH:8].[OH:57][CH2:56][CH2:55][N:52]1[CH2:53][CH2:54][N:49]([CH2:48][CH2:47][NH:46][C:37]([C:36]2[C:35]([O:44][CH3:45])=[CH:34][C:33]([NH:32][C:30](=[O:31])[O:29][C:25]([CH3:26])([CH3:27])[CH3:28])=[CH:41][C:40]=2[O:42][CH3:43])=[O:39])[CH2:50][CH2:51]1. The yield is 0.100.